This data is from Catalyst prediction with 721,799 reactions and 888 catalyst types from USPTO. The task is: Predict which catalyst facilitates the given reaction. (1) Reactant: [C:1]([O:5][C:6]([NH:8][C@@H:9]([CH2:13][N:14]([C:21]1[CH:26]=[CH:25][CH:24]=[CH:23][CH:22]=1)[C:15]1[CH:20]=[CH:19][CH:18]=[CH:17][N:16]=1)[C:10]([O-:12])=[O:11])=[O:7])([CH3:4])([CH3:3])[CH3:2].C1([C@@H]([NH3+])C)C=CC=CC=1.S(=O)(=O)(O)O. Product: [C:1]([O:5][C:6]([NH:8][C@@H:9]([CH2:13][N:14]([C:21]1[CH:22]=[CH:23][CH:24]=[CH:25][CH:26]=1)[C:15]1[CH:20]=[CH:19][CH:18]=[CH:17][N:16]=1)[C:10]([OH:12])=[O:11])=[O:7])([CH3:4])([CH3:2])[CH3:3]. The catalyst class is: 32. (2) Reactant: [F:1][C:2]([F:29])([F:28])[C:3]1[CH:4]=[C:5]([C:13]([CH3:27])([CH3:26])[C:14]([N:16]([C:18]2[CH:19]=[N:20][C:21]([Cl:25])=[CH:22][C:23]=2I)[CH3:17])=[O:15])[CH:6]=[C:7]([C:9]([F:12])([F:11])[F:10])[CH:8]=1.[CH3:30][C:31]1[CH:36]=[CH:35][C:34]([F:37])=[CH:33][C:32]=1B(O)O.C(=O)([O-])[O-].[Na+].[Na+]. Product: [F:1][C:2]([F:29])([F:28])[C:3]1[CH:4]=[C:5]([C:13]([CH3:27])([CH3:26])[C:14]([N:16]([C:18]2[CH:19]=[N:20][C:21]([Cl:25])=[CH:22][C:23]=2[C:36]2[CH:35]=[C:34]([F:37])[CH:33]=[CH:32][C:31]=2[CH3:30])[CH3:17])=[O:15])[CH:6]=[C:7]([C:9]([F:12])([F:11])[F:10])[CH:8]=1. The catalyst class is: 77. (3) Reactant: [NH2:1][C:2]1[CH:3]=[CH:4][C:5]([Cl:12])=[C:6]([CH:11]=1)[C:7]([O:9][CH3:10])=[O:8].C(N(CC)CC)C.[F:20][C:21]1[CH:22]=[C:23]([CH:27]=[C:28]([C:30]([F:33])([F:32])[F:31])[CH:29]=1)[C:24](Cl)=[O:25]. Product: [Cl:12][C:5]1[CH:4]=[CH:3][C:2]([NH:1][C:24](=[O:25])[C:23]2[CH:27]=[C:28]([C:30]([F:31])([F:32])[F:33])[CH:29]=[C:21]([F:20])[CH:22]=2)=[CH:11][C:6]=1[C:7]([O:9][CH3:10])=[O:8]. The catalyst class is: 2. (4) Reactant: CS(C)=O.[OH-].[K+].[NH:7]1[CH:11]=[CH:10][N:9]=[CH:8]1.[Br:12][C:13]1[CH:20]=[CH:19][C:16]([CH2:17]Br)=[CH:15][CH:14]=1. Product: [Br:12][C:13]1[CH:20]=[CH:19][C:16]([CH2:17][N:7]2[CH:11]=[CH:10][N:9]=[CH:8]2)=[CH:15][CH:14]=1. The catalyst class is: 6. (5) Reactant: [Cl:1][C:2]1[CH:3]=[CH:4][C:5]([O:10][CH:11]([F:13])[F:12])=[C:6]([CH:9]=1)[CH:7]=[O:8].[CH:14]([Mg]Br)=[CH2:15]. Product: [Cl:1][C:2]1[CH:3]=[CH:4][C:5]([O:10][CH:11]([F:12])[F:13])=[C:6]([CH:7]([OH:8])[CH:14]=[CH2:15])[CH:9]=1. The catalyst class is: 1. (6) Reactant: [F:1][C:2]1[CH:3]=[C:4]([CH:34]=[CH:35][CH:36]=1)[CH2:5][O:6][C:7]1[CH:33]=[CH:32][C:10]([O:11][CH:12]2[CH2:17][CH2:16][N:15]([C:18]([NH:20][C:21]3[CH:22]=[C:23]([CH:29]=[CH:30][CH:31]=3)[C:24]([O:26]CC)=[O:25])=[O:19])[CH2:14][CH2:13]2)=[CH:9][CH:8]=1.CO.[OH-].[Na+].Cl. Product: [F:1][C:2]1[CH:3]=[C:4]([CH:34]=[CH:35][CH:36]=1)[CH2:5][O:6][C:7]1[CH:8]=[CH:9][C:10]([O:11][CH:12]2[CH2:17][CH2:16][N:15]([C:18]([NH:20][C:21]3[CH:22]=[C:23]([CH:29]=[CH:30][CH:31]=3)[C:24]([OH:26])=[O:25])=[O:19])[CH2:14][CH2:13]2)=[CH:32][CH:33]=1. The catalyst class is: 1.